Predict which catalyst facilitates the given reaction. From a dataset of Catalyst prediction with 721,799 reactions and 888 catalyst types from USPTO. (1) Reactant: COC(C1[C:13]2[C:8](=[CH:9][CH:10]=[C:11]([Br:14])[CH:12]=2)NC=1)=O.[C:15](=[O:18])([O-])[O-:16].[K+].[K+].[CH3:21][N:22]([CH:24]=O)[CH3:23].I[CH3:27]. Product: [CH3:27][O:16][C:15]([C:13]1[C:8]2[C:21](=[CH:12][C:11]([Br:14])=[CH:10][CH:9]=2)[N:22]([CH3:23])[CH:24]=1)=[O:18]. The catalyst class is: 4. (2) Product: [NH2:1][C:2]1[C:6]2[C:7]([C:22]3[CH:23]=[CH:24][C:25]([O:28][C:29]4[CH:34]=[CH:33][CH:32]=[CH:31][CH:30]=4)=[CH:26][CH:27]=3)=[N:8][CH:9]=[C:10]([CH2:11][CH:12]3[CH2:16][CH2:15][CH2:14][N:13]3[C:17]([C:18](=[CH:37][CH:38]3[CH2:40][CH2:39]3)[C:19]#[N:20])=[O:21])[C:5]=2[NH:4][N:3]=1. The catalyst class is: 5. Reactant: [NH2:1][C:2]1[C:6]2[C:7]([C:22]3[CH:27]=[CH:26][C:25]([O:28][C:29]4[CH:34]=[CH:33][CH:32]=[CH:31][CH:30]=4)=[CH:24][CH:23]=3)=[N:8][CH:9]=[C:10]([CH2:11][CH:12]3[CH2:16][CH2:15][CH2:14][N:13]3[C:17](=[O:21])[CH2:18][C:19]#[N:20])[C:5]=2[NH:4][N:3]=1.N1[CH2:40][CH2:39][CH2:38][CH2:37]C1.C1(C=O)CC1. (3) Reactant: O1CCC(C2N=C3C=CC=C(N)N3N=2)[CH2:2]1.[Br:16][C:17]1[N:31]=[C:20]2[CH:21]=[CH:22][CH:23]=[C:24]([NH:25][C@@H:26]3[CH2:30][CH2:29][O:28][CH2:27]3)[N:19]2[N:18]=1.[H-].[Na+].IC. Product: [Br:16][C:17]1[N:31]=[C:20]2[CH:21]=[CH:22][CH:23]=[C:24]([N:25]([CH3:2])[C@@H:26]3[CH2:30][CH2:29][O:28][CH2:27]3)[N:19]2[N:18]=1. The catalyst class is: 843. (4) Product: [C:19]([N:8]([C:9](=[O:18])[C:10]1[CH:11]=[C:12]([CH3:17])[CH:13]=[C:14]([CH3:16])[CH:15]=1)[NH:7][C:5]([C:4]1[CH:23]=[CH:24][C:25]([B:26]([OH:27])[OH:30])=[C:2]([NH:1][S:41]([C:35]2[CH:40]=[CH:39][CH:38]=[CH:37][CH:36]=2)(=[O:43])=[O:42])[CH:3]=1)=[O:6])([CH3:21])([CH3:20])[CH3:22]. The catalyst class is: 12. Reactant: [NH2:1][C:2]1[CH:3]=[C:4]([CH:23]=[CH:24][C:25]=1[B:26]1[O:30]C(C)(C)C(C)(C)[O:27]1)[C:5]([NH:7][N:8]([C:19]([CH3:22])([CH3:21])[CH3:20])[C:9](=[O:18])[C:10]1[CH:15]=[C:14]([CH3:16])[CH:13]=[C:12]([CH3:17])[CH:11]=1)=[O:6].[C:35]1([S:41](Cl)(=[O:43])=[O:42])[CH:40]=[CH:39][CH:38]=[CH:37][CH:36]=1. (5) Reactant: [OH:1]O.[CH3:3][C:4]1([CH3:31])[O:9][C:8](=[O:10])[CH:7]([CH:11]([C:15]2[CH:20]=[CH:19][C:18]([S:21][CH2:22][C:23]3[CH:28]=[CH:27][CH:26]=[CH:25][C:24]=3[CH3:29])=[CH:17][CH:16]=2)[C:12]#[C:13][CH3:14])[C:6](=[O:30])[O:5]1.O.Cl. Product: [CH3:3][C:4]1([CH3:31])[O:9][C:8](=[O:10])[CH:7]([CH:11]([C:15]2[CH:20]=[CH:19][C:18]([S:21]([CH2:22][C:23]3[CH:28]=[CH:27][CH:26]=[CH:25][C:24]=3[CH3:29])=[O:1])=[CH:17][CH:16]=2)[C:12]#[C:13][CH3:14])[C:6](=[O:30])[O:5]1. The catalyst class is: 52.